This data is from Catalyst prediction with 721,799 reactions and 888 catalyst types from USPTO. The task is: Predict which catalyst facilitates the given reaction. (1) Reactant: Br.[Cl:2][C:3]1[C:4]([NH:24][C:25]2[CH:30]=[CH:29][CH:28]=[CH:27][C:26]=2[S:31]([N:34]2[CH2:39][CH2:38][N:37](C(OCC3C=CC=CC=3)=O)[CH2:36][CH2:35]2)(=[O:33])=[O:32])=[N:5][C:6]([NH:9][C:10]2[CH:15]=[CH:14][C:13]([N:16]3[CH2:21][CH2:20][O:19][CH2:18][CH2:17]3)=[CH:12][C:11]=2[O:22][CH3:23])=[N:7][CH:8]=1. Product: [Cl:2][C:3]1[C:4]([NH:24][C:25]2[CH:30]=[CH:29][CH:28]=[CH:27][C:26]=2[S:31]([N:34]2[CH2:35][CH2:36][NH:37][CH2:38][CH2:39]2)(=[O:32])=[O:33])=[N:5][C:6]([NH:9][C:10]2[CH:15]=[CH:14][C:13]([N:16]3[CH2:17][CH2:18][O:19][CH2:20][CH2:21]3)=[CH:12][C:11]=2[O:22][CH3:23])=[N:7][CH:8]=1. The catalyst class is: 15. (2) The catalyst class is: 6. Reactant: [CH3:1][O:2][C:3](=[O:11])[CH:4]=[C:5]=[CH:6][C:7]([O:9][CH3:10])=[O:8].C([O:14][C:15](O[Si](C)(C)C)=[CH:16][C:17]([O:21][Si](C)(C)C)=[CH:18][CH2:19][CH3:20])C.C(O)C.[F-].[NH4+]. Product: [CH3:10][O:9][C:7](=[O:8])[C:6]1[C:15]([OH:14])=[CH:16][C:17]([OH:21])=[C:18]([CH2:19][CH3:20])[C:5]=1[CH2:4][C:3]([O:2][CH3:1])=[O:11]. (3) Product: [CH3:42][O:43][C:44]([C:46]1[O:50][N:49]=[C:48]([O:51][CH2:23][C:14]23[CH2:13][O:12][CH:11]([N:6]4[CH:5]=[N:4][C:3]5[C:7]4=[N:8][CH:9]=[N:10][C:2]=5[Cl:1])[CH:15]2[O:16][C:17]([CH3:20])([CH3:19])[O:18]3)[CH:47]=1)=[O:45]. The catalyst class is: 4. Reactant: [Cl:1][C:2]1[N:10]=[CH:9][N:8]=[C:7]2[C:3]=1[N:4]=[CH:5][N:6]2[CH:11]1[CH:15]2[O:16][C:17]([CH3:20])([CH3:19])[O:18][CH:14]2[CH:13](CO)[O:12]1.[C:23]1(P(C2C=CC=CC=2)C2C=CC=CC=2)C=CC=CC=1.[CH3:42][O:43][C:44]([C:46]1[O:50][N:49]=[C:48]([OH:51])[CH:47]=1)=[O:45].CCOC(/N=N/C(OCC)=O)=O.